This data is from Forward reaction prediction with 1.9M reactions from USPTO patents (1976-2016). The task is: Predict the product of the given reaction. (1) Given the reactants CO[C:3](=O)[NH:4][C:5]1[CH:25]=[CH:24][C:8]2[N:9]([CH2:16][CH:17]3[CH2:22][CH2:21][CH2:20][CH2:19][N:18]3[CH3:23])[C:10]([C:12]([CH3:15])([CH3:14])[CH3:13])=[N:11][C:7]=2[CH:6]=1.Cl.CCOCC.[H-].[H-].[H-].[H-].[Li+].[Al+3].[C:39]([NH:42][C:43]1[CH:48]=[CH:47][C:46]([S:49](Cl)(=[O:51])=[O:50])=[CH:45][CH:44]=1)(=[O:41])[CH3:40], predict the reaction product. The product is: [C:12]([C:10]1[N:9]([CH2:16][CH:17]2[CH2:22][CH2:21][CH2:20][CH2:19][N:18]2[CH3:23])[C:8]2[CH:24]=[CH:25][C:5]([N:4]([CH3:3])[S:49]([C:46]3[CH:45]=[CH:44][C:43]([NH:42][C:39](=[O:41])[CH3:40])=[CH:48][CH:47]=3)(=[O:51])=[O:50])=[CH:6][C:7]=2[N:11]=1)([CH3:14])([CH3:13])[CH3:15]. (2) Given the reactants [CH3:1][C:2]1[CH:21]=[CH:20][C:5]([CH2:6][C@@H:7]2[C:11]3=[N:12][C:13]4[CH:18]=[CH:17][CH:16]=[CH:15][C:14]=4[N:10]3[C:9](=[O:19])[NH:8]2)=[CH:4][CH:3]=1.[NH2:22][C@H:23]1[CH2:28][CH2:27][C@H:26]([OH:29])[CH2:25][CH2:24]1.C(O)(C(F)(F)F)=O, predict the reaction product. The product is: [NH:10]1[C:14]2[CH:15]=[CH:16][CH:17]=[CH:18][C:13]=2[N:12]=[C:11]1[C@H:7]([NH:8][C:9]([NH:22][C@H:23]1[CH2:28][CH2:27][C@H:26]([OH:29])[CH2:25][CH2:24]1)=[O:19])[CH2:6][C:5]1[CH:4]=[CH:3][C:2]([CH3:1])=[CH:21][CH:20]=1. (3) The product is: [OH:17][CH2:16][CH2:15][C:12]1[CH:13]=[CH:14][C:9]([C:8](=[C:20]2[CH2:21][C:22]([CH3:29])([CH3:28])[CH2:23][C:24]([CH3:27])([CH3:26])[CH2:25]2)[C:5]2[CH:6]=[CH:7][C:2]([OH:1])=[CH:3][CH:4]=2)=[CH:10][CH:11]=1. Given the reactants [OH:1][C:2]1[CH:7]=[CH:6][C:5]([C:8](=[C:20]2[CH2:25][C:24]([CH3:27])([CH3:26])[CH2:23][C:22]([CH3:29])([CH3:28])[CH2:21]2)[C:9]2[CH:14]=[CH:13][C:12]([CH2:15][C:16](OC)=[O:17])=[CH:11][CH:10]=2)=[CH:4][CH:3]=1.[H-].[H-].[H-].[H-].[Li+].[Al+3].CCOC(C)=O.Cl, predict the reaction product. (4) Given the reactants [F:1][C:2]1[C:11]([CH3:12])=[C:10]2[C:5]([N:6]=[CH:7][C:8]([O:13][CH3:14])=[N:9]2)=[CH:4][CH:3]=1.[Br:15]N1C(=O)CCC1=O, predict the reaction product. The product is: [Br:15][CH2:12][C:11]1[C:2]([F:1])=[CH:3][CH:4]=[C:5]2[C:10]=1[N:9]=[C:8]([O:13][CH3:14])[CH:7]=[N:6]2. (5) Given the reactants FC1C=C(C=CC=1)CN1CCC(COC2C(C3CC3)=CC(C(OC)=O)=C(F)C=2)CC1.[CH:31]1([C:34]2[C:35]([O:45][C@@H:46]3[CH2:51][CH2:50][CH2:49][N:48]([CH2:52][C:53]4([C:58]([F:61])([F:60])[F:59])[CH2:57][CH2:56][CH2:55][CH2:54]4)[CH2:47]3)=[CH:36][C:37]([F:44])=[C:38]([CH:43]=2)[C:39]([O:41]C)=[O:40])[CH2:33][CH2:32]1, predict the reaction product. The product is: [CH:31]1([C:34]2[C:35]([O:45][C@@H:46]3[CH2:51][CH2:50][CH2:49][N:48]([CH2:52][C:53]4([C:58]([F:60])([F:61])[F:59])[CH2:57][CH2:56][CH2:55][CH2:54]4)[CH2:47]3)=[CH:36][C:37]([F:44])=[C:38]([CH:43]=2)[C:39]([OH:41])=[O:40])[CH2:33][CH2:32]1.